From a dataset of hERG potassium channel inhibition data for cardiac toxicity prediction from Karim et al.. Regression/Classification. Given a drug SMILES string, predict its toxicity properties. Task type varies by dataset: regression for continuous values (e.g., LD50, hERG inhibition percentage) or binary classification for toxic/non-toxic outcomes (e.g., AMES mutagenicity, cardiotoxicity, hepatotoxicity). Dataset: herg_karim. (1) The drug is COc1cnc2ccc(=O)n(CCN3CCC(C4C(=O)Nc5ccc(Cl)cc54)CC3)c2c1. The result is 1 (blocker). (2) The compound is COc1cc([C@@H](O)CN2CCN(C[C@H](O)c3ccc4c(c3C)COC4=O)CC2)ncc1C#N. The result is 0 (non-blocker). (3) The molecule is O=[N+]([O-])c1ccc(CCN2CCN(CCc3ccc(-n4cnnn4)cc3)CC2)cc1. The result is 1 (blocker). (4) The molecule is Cc1nc(COc2nc(N)nc3ccn(Cc4ccccn4)c23)no1. The result is 0 (non-blocker). (5) The drug is Cc1ccccc1S(=O)(=O)N1Cc2ccc(/C=C/C(=O)NO)cc2C1. The result is 0 (non-blocker). (6) The compound is O=C(CNc1n[nH]c2ccc(C(F)(F)F)cc12)NC1CN([C@H]2CC[C@@H](c3ccc4c(c3)OCO4)CC2)C1. The result is 1 (blocker). (7) The molecule is COC1(c2ccc(NC(=O)c3cc(=O)c4cc(F)cc(-c5c(C)nn(C)c5C)c4o3)cn2)CCOCC1. The result is 0 (non-blocker). (8) The molecule is Cc1ccc([N+](=O)[O-])cc1S(=O)(=O)N(C)N=Cc1cnc2ccc(Br)cn12. The result is 0 (non-blocker). (9) The compound is Cc1cccc(C)c1OCC(C)N. The result is 0 (non-blocker). (10) The compound is COc1cccc2nc(C)n(-c3ccc(OC4CCN(C5CCC5)CC4)cc3)c(=O)c12. The result is 0 (non-blocker).